From a dataset of Peptide-MHC class II binding affinity with 134,281 pairs from IEDB. Regression. Given a peptide amino acid sequence and an MHC pseudo amino acid sequence, predict their binding affinity value. This is MHC class II binding data. (1) The peptide sequence is DNLFPKVAPQAISSV. The MHC is DRB1_0101 with pseudo-sequence DRB1_0101. The binding affinity (normalized) is 0.283. (2) The peptide sequence is EWEFVNTPPLVKLWY. The MHC is DRB1_1501 with pseudo-sequence DRB1_1501. The binding affinity (normalized) is 0.464.